Dataset: CYP2C9 inhibition data for predicting drug metabolism from PubChem BioAssay. Task: Regression/Classification. Given a drug SMILES string, predict its absorption, distribution, metabolism, or excretion properties. Task type varies by dataset: regression for continuous measurements (e.g., permeability, clearance, half-life) or binary classification for categorical outcomes (e.g., BBB penetration, CYP inhibition). Dataset: cyp2c9_veith. (1) The molecule is O=C(C1CC(=O)N(C2CCCC2)C1)N1CCC2(CC1)OCCO2. The result is 0 (non-inhibitor). (2) The molecule is Cc1ncc(CNC(=O)N(CCCl)N=O)c(N)n1. The result is 0 (non-inhibitor). (3) The molecule is O=C(O)[C@@H](Cc1c[nH]c2ccccc12)C(=O)NO. The result is 0 (non-inhibitor). (4) The molecule is COc1ccc(C(C(=O)NCc2ccccc2)N(Cc2cccs2)C(=O)c2cnccn2)cc1. The result is 1 (inhibitor). (5) The compound is O=C(c1ccc(CN2CCc3ccccc3C2)cc1)N1CCc2ccccc2C1. The result is 0 (non-inhibitor). (6) The molecule is CCn1cc(-c2nnnn2-c2ccc(Cl)cc2)c(=O)c2ccccc21. The result is 0 (non-inhibitor). (7) The molecule is O=C(c1ccccc1)c1ccc(OCC(O)CN2CCN(Cc3ccccc3)CC2)cc1. The result is 1 (inhibitor).